Dataset: CYP1A2 inhibition data for predicting drug metabolism from PubChem BioAssay. Task: Regression/Classification. Given a drug SMILES string, predict its absorption, distribution, metabolism, or excretion properties. Task type varies by dataset: regression for continuous measurements (e.g., permeability, clearance, half-life) or binary classification for categorical outcomes (e.g., BBB penetration, CYP inhibition). Dataset: cyp1a2_veith. The compound is O=C(Cc1ccc(Br)cc1)OCC(=O)c1ccc2c(c1)OCCO2. The result is 1 (inhibitor).